This data is from Peptide-MHC class I binding affinity with 185,985 pairs from IEDB/IMGT. The task is: Regression. Given a peptide amino acid sequence and an MHC pseudo amino acid sequence, predict their binding affinity value. This is MHC class I binding data. (1) The peptide sequence is RTSFFLWVI. The MHC is HLA-A02:01 with pseudo-sequence HLA-A02:01. The binding affinity (normalized) is 0.485. (2) The peptide sequence is RRGLRMAKQN. The MHC is Mamu-B03 with pseudo-sequence Mamu-B03. The binding affinity (normalized) is 0.385. (3) The peptide sequence is QQLEADYTF. The MHC is HLA-A31:01 with pseudo-sequence HLA-A31:01. The binding affinity (normalized) is 0.0847. (4) The peptide sequence is HLDGEVLSL. The MHC is HLA-A68:02 with pseudo-sequence HLA-A68:02. The binding affinity (normalized) is 0.120. (5) The peptide sequence is RVPTVFHKK. The MHC is HLA-A02:03 with pseudo-sequence HLA-A02:03. The binding affinity (normalized) is 0.0847. (6) The peptide sequence is MKYVWPPIM. The MHC is HLA-A26:01 with pseudo-sequence HLA-A26:01. The binding affinity (normalized) is 0.0847.